From a dataset of Catalyst prediction with 721,799 reactions and 888 catalyst types from USPTO. Predict which catalyst facilitates the given reaction. (1) Reactant: [CH2:1]([C:3]1[N:8]=[C:7]([CH2:9][CH2:10][CH3:11])[NH:6][C:5](=[O:12])[CH:4]=1)[CH3:2].Br[CH2:14][C:15]1[CH:20]=[CH:19][C:18]([C:21]2[C:22]([C:27]#[N:28])=[CH:23][CH:24]=[CH:25][CH:26]=2)=[CH:17][CH:16]=1.C(=O)([O-])[O-].[K+].[K+]. Product: [CH2:1]([C:3]1[N:8]=[C:7]([CH2:9][CH2:10][CH3:11])[N:6]([CH2:14][C:15]2[CH:16]=[CH:17][C:18]([C:21]3[C:22]([C:27]#[N:28])=[CH:23][CH:24]=[CH:25][CH:26]=3)=[CH:19][CH:20]=2)[C:5](=[O:12])[CH:4]=1)[CH3:2]. The catalyst class is: 10. (2) Reactant: [CH3:1][S:2]([NH:5][C:6]1[O:7][CH:8]=[C:9]([C:11]([O:13][CH2:14][CH3:15])=[O:12])[N:10]=1)(=[O:4])=[O:3].[C:16](=O)([O-])[O-].[K+].[K+].IC. Product: [CH3:16][N:5]([S:2]([CH3:1])(=[O:3])=[O:4])[C:6]1[O:7][CH:8]=[C:9]([C:11]([O:13][CH2:14][CH3:15])=[O:12])[N:10]=1. The catalyst class is: 10. (3) Reactant: [NH2:1][C:2]1[CH:9]=[CH:8][C:7](Br)=[CH:6][C:3]=1[C:4]#[N:5].C(=O)([O-])[O-].[Na+].[Na+].[C:17]1(B(O)O)[CH:22]=[CH:21][CH:20]=[CH:19][CH:18]=1.C(OCC)(=O)C. The catalyst class is: 38. Product: [NH2:1][C:2]1[CH:9]=[CH:8][C:7]([C:17]2[CH:22]=[CH:21][CH:20]=[CH:19][CH:18]=2)=[CH:6][C:3]=1[C:4]#[N:5]. (4) Product: [CH:17]1([C@@H:2]2[C:3]([C:11]3[CH:12]=[CH:13][CH:14]=[CH:15][CH:16]=3)([C:5]3[CH:10]=[CH:9][CH:8]=[CH:7][CH:6]=3)[O:4][B:25]([O:24][CH3:23])[NH:1]2)[CH2:22][CH2:21][CH2:20][CH2:19][CH2:18]1. The catalyst class is: 7. Reactant: [NH2:1][C@H:2]([CH:17]1[CH2:22][CH2:21][CH2:20][CH2:19][CH2:18]1)[C:3]([C:11]1[CH:16]=[CH:15][CH:14]=[CH:13][CH:12]=1)([C:5]1[CH:10]=[CH:9][CH:8]=[CH:7][CH:6]=1)[OH:4].[CH3:23][O:24][B:25](OC)OC. (5) Reactant: Br[C:2]1[CH:3]=[CH:4][C:5]2[O:10][C:9]([CH2:11][N:12]3[CH2:17][CH2:16][CH:15]([CH3:18])[CH2:14][CH2:13]3)=[CH:8][C:7](=[O:19])[C:6]=2[CH:20]=1.[Na+].[I-:22].CNCCNC.C(=O)(O)[O-].[Na+]. Product: [I:22][C:2]1[CH:3]=[CH:4][C:5]2[O:10][C:9]([CH2:11][N:12]3[CH2:17][CH2:16][CH:15]([CH3:18])[CH2:14][CH2:13]3)=[CH:8][C:7](=[O:19])[C:6]=2[CH:20]=1. The catalyst class is: 185. (6) Reactant: [F:1][C:2]1[CH:7]=[CH:6][C:5]([C:8]2[N:12](C(C)OCC)[CH:11]=[N:10][C:9]=2[C:18]2[CH:23]=[CH:22][C:21]([S:24][CH3:25])=[CH:20][CH:19]=2)=[CH:4][CH:3]=1.CN([CH2:29][CH2:30]N(C)C)C.C([Li])C[CH2:36][CH3:37].CN(C)[C:41](=[O:43])[CH3:42].C(=O)(O)[O-:46].[Na+]. Product: [CH2:41]([O:43][CH:36]([N:10]1[C:9]([C:18]2[CH:23]=[CH:22][C:21]([S:24][CH3:25])=[CH:20][CH:19]=2)=[C:8]([C:5]2[CH:6]=[CH:7][C:2]([F:1])=[CH:3][CH:4]=2)[N:12]=[C:11]1[C:29](=[O:46])[CH3:30])[CH3:37])[CH3:42]. The catalyst class is: 165. (7) Reactant: [CH2:1]([O:3][C:4]([N:6]1[CH2:11][CH2:10][N:9]([C:12](=[O:42])[C@@H:13]([NH:23][C:24]([C:26]2[CH:35]=[C:34]([O:36][CH2:37][C:38]([OH:40])=O)[C:33]3[C:28](=[CH:29][C:30]([CH3:41])=[CH:31][CH:32]=3)[N:27]=2)=[O:25])[CH2:14][CH2:15][C:16]([O:18][C:19]([CH3:22])([CH3:21])[CH3:20])=[O:17])[CH2:8][CH2:7]1)=[O:5])[CH3:2].C(Cl)CCl.FC1C(O)=C(F)C(F)=C(F)C=1F.FC(F)(F)C(O)=O.[CH:66]1([NH:70][C:71]([C@@H:73]2[CH2:77][CH2:76][CH2:75][NH:74]2)=[O:72])[CH2:69][CH2:68][CH2:67]1. Product: [CH2:1]([O:3][C:4]([N:6]1[CH2:7][CH2:8][N:9]([C:12](=[O:42])[C@@H:13]([NH:23][C:24]([C:26]2[CH:35]=[C:34]([O:36][CH2:37][C:38]([N:74]3[CH2:75][CH2:76][CH2:77][C@H:73]3[C:71](=[O:72])[NH:70][CH:66]3[CH2:67][CH2:68][CH2:69]3)=[O:40])[C:33]3[C:28](=[CH:29][C:30]([CH3:41])=[CH:31][CH:32]=3)[N:27]=2)=[O:25])[CH2:14][CH2:15][C:16]([O:18][C:19]([CH3:22])([CH3:20])[CH3:21])=[O:17])[CH2:10][CH2:11]1)=[O:5])[CH3:2]. The catalyst class is: 18. (8) Reactant: [OH:1][CH2:2][P:3]([CH2:6][OH:7])(=[O:5])[OH:4].[OH-].[CH2:9]([N+:13]([CH2:22][CH2:23][CH2:24][CH3:25])([CH2:18][CH2:19][CH2:20][CH3:21])[CH2:14][CH2:15][CH2:16][CH3:17])[CH2:10][CH2:11][CH3:12]. Product: [OH:1][CH2:2][P:3]([CH2:6][OH:7])(=[O:4])[O-:5].[CH2:22]([N+:13]([CH2:9][CH2:10][CH2:11][CH3:12])([CH2:14][CH2:15][CH2:16][CH3:17])[CH2:18][CH2:19][CH2:20][CH3:21])[CH2:23][CH2:24][CH3:25]. The catalyst class is: 666. (9) Reactant: [Cl:1][C:2]1[N:7]=[C:6]([NH:8][C@@H:9]([C:12]([CH3:15])([CH3:14])[CH3:13])[CH2:10][SH:11])[C:5]([F:16])=[CH:4][N:3]=1.C([O-])([O-])=O.[K+].[K+].Br[CH2:24][C:25]([O:27][C:28]([CH3:31])([CH3:30])[CH3:29])=[O:26]. Product: [Cl:1][C:2]1[N:7]=[C:6]([NH:8][C@@H:9]([C:12]([CH3:13])([CH3:15])[CH3:14])[CH2:10][S:11][CH2:24][C:25]([O:27][C:28]([CH3:31])([CH3:30])[CH3:29])=[O:26])[C:5]([F:16])=[CH:4][N:3]=1. The catalyst class is: 21.